This data is from Forward reaction prediction with 1.9M reactions from USPTO patents (1976-2016). The task is: Predict the product of the given reaction. (1) Given the reactants [CH3:1][C:2]1[C:3]([O:12][CH3:13])=[CH:4][C:5]([N+:9]([O-])=O)=[C:6]([OH:8])[CH:7]=1, predict the reaction product. The product is: [NH2:9][C:5]1[CH:4]=[C:3]([O:12][CH3:13])[C:2]([CH3:1])=[CH:7][C:6]=1[OH:8]. (2) Given the reactants [CH2:1]([O:3][C:4]([C:6]1[C:14]2[C:9](=[CH:10][CH:11]=[CH:12][CH:13]=2)[NH:8][C:7]=1[CH3:15])=[O:5])[CH3:2].[CH3:16]I.[H-].[Na+], predict the reaction product. The product is: [CH2:1]([O:3][C:4]([C:6]1[C:14]2[C:9](=[CH:10][CH:11]=[CH:12][CH:13]=2)[N:8]([CH3:16])[C:7]=1[CH3:15])=[O:5])[CH3:2]. (3) Given the reactants [N:1]1([CH2:6][CH2:7][CH2:8][O:9][C:10]2[CH:15]=[CH:14][C:13]([C:16]3([CH2:22][NH2:23])[CH2:21][CH2:20][O:19][CH2:18][CH2:17]3)=[CH:12][CH:11]=2)[CH2:5][CH2:4][CH2:3][CH2:2]1.C(N(CC)CC)C.[C:31]([C:33]1[CH:34]=[C:35]([S:39](Cl)(=[O:41])=[O:40])[CH:36]=[CH:37][CH:38]=1)#[N:32], predict the reaction product. The product is: [C:31]([C:33]1[CH:34]=[C:35]([S:39]([NH:23][CH2:22][C:16]2([C:13]3[CH:14]=[CH:15][C:10]([O:9][CH2:8][CH2:7][CH2:6][N:1]4[CH2:5][CH2:4][CH2:3][CH2:2]4)=[CH:11][CH:12]=3)[CH2:17][CH2:18][O:19][CH2:20][CH2:21]2)(=[O:41])=[O:40])[CH:36]=[CH:37][CH:38]=1)#[N:32]. (4) Given the reactants [F:1][C:2]1[CH:7]=[C:6]([F:8])[CH:5]=[CH:4][C:3]=1[NH:9][C:10]1[CH:15]=[CH:14][C:13]([C:16]([C:18]2[CH:23]=[C:22]([O:24][CH2:25][CH2:26][CH2:27][OH:28])[CH:21]=[CH:20][C:19]=2[CH3:29])=[O:17])=[C:12]([N+:30]([O-])=O)[CH:11]=1, predict the reaction product. The product is: [NH2:30][C:12]1[CH:11]=[C:10]([NH:9][C:3]2[CH:4]=[CH:5][C:6]([F:8])=[CH:7][C:2]=2[F:1])[CH:15]=[CH:14][C:13]=1[C:16]([C:18]1[CH:23]=[C:22]([O:24][CH2:25][CH2:26][CH2:27][OH:28])[CH:21]=[CH:20][C:19]=1[CH3:29])=[O:17]. (5) Given the reactants C([N:8]1[CH2:12][CH:11]([C:13]2[CH:18]=[CH:17][CH:16]=[C:15]([O:19][CH3:20])[C:14]=2[N+:21]([O-])=O)[C:10]([C:29](OCC)=[O:30])([C:24]([O:26][CH2:27][CH3:28])=[O:25])[CH2:9]1)C1C=CC=CC=1.[H][H], predict the reaction product. The product is: [CH3:20][O:19][C:15]1[C:14]2[NH:21][C:29](=[O:30])[C@:10]3([C:24]([O:26][CH2:27][CH3:28])=[O:25])[CH2:9][NH:8][CH2:12][C@@H:11]3[C:13]=2[CH:18]=[CH:17][CH:16]=1.